Dataset: Peptide-MHC class I binding affinity with 185,985 pairs from IEDB/IMGT. Task: Regression. Given a peptide amino acid sequence and an MHC pseudo amino acid sequence, predict their binding affinity value. This is MHC class I binding data. (1) The MHC is HLA-B57:01 with pseudo-sequence HLA-B57:01. The binding affinity (normalized) is 0.0847. The peptide sequence is KYQSPVNIF. (2) The peptide sequence is RRVRRRVLV. The MHC is HLA-B57:01 with pseudo-sequence HLA-B57:01. The binding affinity (normalized) is 0.213. (3) The binding affinity (normalized) is 0. The peptide sequence is IFSRIGDPA. The MHC is Patr-A0701 with pseudo-sequence Patr-A0701. (4) The peptide sequence is LTAGFLIFL. The MHC is HLA-B53:01 with pseudo-sequence HLA-B53:01. The binding affinity (normalized) is 0. (5) The peptide sequence is TTLWEGSPGK. The MHC is HLA-A11:01 with pseudo-sequence HLA-A11:01. The binding affinity (normalized) is 0.589. (6) The peptide sequence is DTSNTGRAEL. The MHC is HLA-A32:01 with pseudo-sequence HLA-A32:01. The binding affinity (normalized) is 0. (7) The peptide sequence is KLFPRLPGI. The MHC is HLA-A02:03 with pseudo-sequence HLA-A02:03. The binding affinity (normalized) is 1.00.